Dataset: Forward reaction prediction with 1.9M reactions from USPTO patents (1976-2016). Task: Predict the product of the given reaction. (1) Given the reactants Cl[C:2]1[C:7]([F:8])=[CH:6][CH:5]=[CH:4][N:3]=1.[NH2:9][CH2:10][CH:11]1[CH2:16][CH2:15][N:14]([C:17]([O:19][CH2:20][C:21]2[CH:26]=[CH:25][CH:24]=[CH:23][CH:22]=2)=[O:18])[CH2:13][CH2:12]1.C(N(C(C)C)CC)(C)C, predict the reaction product. The product is: [CH2:20]([O:19][C:17]([N:14]1[CH2:15][CH2:16][CH:11]([CH2:10][NH:9][C:2]2[C:7]([F:8])=[CH:6][CH:5]=[CH:4][N:3]=2)[CH2:12][CH2:13]1)=[O:18])[C:21]1[CH:26]=[CH:25][CH:24]=[CH:23][CH:22]=1. (2) Given the reactants [Cl:1][C:2]1[CH:10]=[C:9]([N:11]2[CH:15]=[C:14]([Cl:16])[CH:13]=[N:12]2)[CH:8]=[CH:7][C:3]=1[C:4]([OH:6])=O.[NH2:17][C:18]1[CH:19]=[CH:20][C:21]2[CH2:26][CH2:25][O:24][B:23]([OH:27])[C:22]=2[CH:28]=1, predict the reaction product. The product is: [Cl:1][C:2]1[CH:10]=[C:9]([N:11]2[CH:15]=[C:14]([Cl:16])[CH:13]=[N:12]2)[CH:8]=[CH:7][C:3]=1[C:4]([NH:17][C:18]1[CH:19]=[CH:20][C:21]2[CH2:26][CH2:25][O:24][B:23]([OH:27])[C:22]=2[CH:28]=1)=[O:6].